From a dataset of Full USPTO retrosynthesis dataset with 1.9M reactions from patents (1976-2016). Predict the reactants needed to synthesize the given product. (1) Given the product [ClH:14].[NH:8]1[C:9]2[C:5](=[C:4]([C:1]([N:33]3[CH2:34][CH2:35][N:30]([CH2:22][CH2:23][C:24]4[CH:29]=[CH:28][CH:27]=[CH:26][CH:25]=4)[CH2:31][CH2:32]3)=[O:3])[CH:12]=[CH:11][CH:10]=2)[CH:6]=[CH:7]1, predict the reactants needed to synthesize it. The reactants are: [C:1]([C:4]1[CH:12]=[CH:11][CH:10]=[C:9]2[C:5]=1[CH:6]=[CH:7][NH:8]2)([OH:3])=O.[I-].[Cl:14]C1C=CC=C[N+]=1C.[CH2:22]([N:30]1[CH2:35][CH2:34][NH:33][CH2:32][CH2:31]1)[CH2:23][C:24]1[CH:29]=[CH:28][CH:27]=[CH:26][CH:25]=1.C(N(C(C)C)C(C)C)C. (2) Given the product [CH3:6][NH:8][C@@H:9]([CH2:13][C:14]1[CH:19]=[CH:18][CH:17]=[CH:16][N:15]=1)[CH2:10][OH:11], predict the reactants needed to synthesize it. The reactants are: C(O[C:6]([NH:8][C@@H:9]([CH2:13][C:14]1[CH:19]=[CH:18][CH:17]=[CH:16][N:15]=1)[C:10]([O-])=[O:11])=O)(C)(C)C.[H-].[H-].[H-].[H-].[Li+].[Al+3]. (3) The reactants are: [NH2:1][C:2]1[CH:7]=[C:6]([CH2:8][C@H:9]2[C:12](=[O:13])[N:11]([C:14](=[O:24])[NH:15][C@@H:16]([C:18]3[CH:23]=[CH:22][CH:21]=[CH:20][CH:19]=3)[CH3:17])[C@@H:10]2[C:25]([O:27][CH2:28][CH3:29])=[O:26])[CH:5]=[CH:4][N:3]=1.N1C=CC=CC=1.Cl[C:37]([O:39][CH2:40][CH2:41][CH2:42][CH2:43][CH2:44][CH3:45])=[O:38]. Given the product [CH2:40]([O:39][C:37]([NH:1][C:2]1[CH:7]=[C:6]([CH2:8][C@H:9]2[C:12](=[O:13])[N:11]([C:14](=[O:24])[NH:15][C@@H:16]([C:18]3[CH:19]=[CH:20][CH:21]=[CH:22][CH:23]=3)[CH3:17])[C@@H:10]2[C:25]([O:27][CH2:28][CH3:29])=[O:26])[CH:5]=[CH:4][N:3]=1)=[O:38])[CH2:41][CH2:42][CH2:43][CH2:44][CH3:45], predict the reactants needed to synthesize it.